From a dataset of Forward reaction prediction with 1.9M reactions from USPTO patents (1976-2016). Predict the product of the given reaction. (1) Given the reactants [C:9](O[C:9]([O:11][C:12]([CH3:15])([CH3:14])[CH3:13])=[O:10])([O:11][C:12]([CH3:15])([CH3:14])[CH3:13])=[O:10].[CH2:16]1[C:18]2([CH2:23][CH2:22][NH:21][CH2:20][C@@H:19]2[O:24][C:25]2[N:30]=[C:29]([C:31]3[C:39]4[C:34](=[CH:35][CH:36]=[C:37]([CH2:40][C:41]([O:43][CH:44]([CH3:46])[CH3:45])=[O:42])[CH:38]=4)[NH:33][N:32]=3)[CH:28]=[N:27][CH:26]=2)[CH2:17]1, predict the reaction product. The product is: [C:12]([O:11][C:9]([N:21]1[CH2:22][CH2:23][C:18]2([CH2:17][CH2:16]2)[C@@H:19]([O:24][C:25]2[N:30]=[C:29]([C:31]3[C:39]4[C:34](=[CH:35][CH:36]=[C:37]([CH2:40][C:41]([O:43][CH:44]([CH3:46])[CH3:45])=[O:42])[CH:38]=4)[N:33]([C:9]([O:11][C:12]([CH3:13])([CH3:14])[CH3:15])=[O:10])[N:32]=3)[CH:28]=[N:27][CH:26]=2)[CH2:20]1)=[O:10])([CH3:15])([CH3:14])[CH3:13]. (2) Given the reactants [C:1]1([C:7]2[O:11][N:10]=[C:9]([C:12]([OH:14])=[O:13])[CH:8]=2)[CH:6]=[CH:5][CH:4]=[CH:3][CH:2]=1.[Si](C=[N+]=[N-])(C)(C)[CH3:16], predict the reaction product. The product is: [C:1]1([C:7]2[O:11][N:10]=[C:9]([C:12]([O:14][CH3:16])=[O:13])[CH:8]=2)[CH:2]=[CH:3][CH:4]=[CH:5][CH:6]=1. (3) Given the reactants [OH:1][C:2]1[C:10]([C:11]([O:13][CH3:14])=[O:12])=[CH:9][CH:8]=[C:7]2[C:3]=1[CH:4]=[CH:5][N:6]2[CH3:15].C([O-])([O-])=O.[K+].[K+].[CH:22]1[CH:27]=[CH:26][C:25]([CH2:28]Br)=[CH:24][CH:23]=1, predict the reaction product. The product is: [CH2:28]([O:1][C:2]1[C:10]([C:11]([O:13][CH3:14])=[O:12])=[CH:9][CH:8]=[C:7]2[C:3]=1[CH:4]=[CH:5][N:6]2[CH3:15])[C:25]1[CH:26]=[CH:27][CH:22]=[CH:23][CH:24]=1. (4) The product is: [CH3:19][C:17]1[N:18]=[C:14]([C:7]2[CH:8]=[CH:9][C:4]([N+:1]([O-:3])=[O:2])=[CH:5][CH:6]=2)[S:15][C:16]=1[C:20]([O:22][CH2:23][CH3:24])=[O:21]. Given the reactants [N+:1]([C:4]1[CH:9]=[CH:8][C:7](B(O)O)=[CH:6][CH:5]=1)([O-:3])=[O:2].Br[C:14]1[S:15][C:16]([C:20]([O:22][CH2:23][CH3:24])=[O:21])=[C:17]([CH3:19])[N:18]=1.C(=O)(O)[O-].[Na+].O, predict the reaction product. (5) Given the reactants [CH3:1][O:2][CH2:3][C@H:4]1[CH2:8][CH2:7][CH2:6][N:5]1[S:9]([C:12]1[CH:20]=[CH:19][C:18]2[N:17]3CC(C)(C)CN=[C:16]3[C:15]3([O:31]CCCO3)[C:14]=2[CH:13]=1)(=[O:11])=[O:10].[OH:32]S(O)(=O)=O, predict the reaction product. The product is: [CH3:1][O:2][CH2:3][C@H:4]1[CH2:8][CH2:7][CH2:6][N:5]1[S:9]([C:12]1[CH:13]=[C:14]2[C:18](=[CH:19][CH:20]=1)[NH:17][C:16](=[O:32])[C:15]2=[O:31])(=[O:10])=[O:11]. (6) Given the reactants [Cl:1][C:2]1[N:7]=[C:6]([N:8]2[CH2:12][CH2:11][C@:10]([CH:15]([CH3:17])[CH3:16])([C:13]#[N:14])[C:9]2=[O:18])[CH:5]=[CH:4][N:3]=1.[NH2:19][C:20]1[CH:29]=[CH:28][C:23]([C:24]([NH:26][CH3:27])=[O:25])=[CH:22][CH:21]=1.C(O)(=O)C, predict the reaction product. The product is: [ClH:1].[C:13]([C@@:10]1([CH:15]([CH3:17])[CH3:16])[CH2:11][CH2:12][N:8]([C:6]2[CH:5]=[CH:4][N:3]=[C:2]([NH:19][C:20]3[CH:21]=[CH:22][C:23]([C:24]([NH:26][CH3:27])=[O:25])=[CH:28][CH:29]=3)[N:7]=2)[C:9]1=[O:18])#[N:14]. (7) Given the reactants [C@H:1]12[CH2:23][C@H:4]([N:5]([C:7]([C:9]3[N:13]4[CH:14]=[C:15]([C:19]([F:22])([F:21])[F:20])[CH:16]=[C:17](Br)[C:12]4=[N:11][CH:10]=3)=[O:8])[CH2:6]1)[CH2:3][O:2]2.C1(C(C2C=CC=CC=2)=[NH:31])C=CC=CC=1.CC1(C)C2C=CC=C(P(C3C=CC=CC=3)C3C=CC=CC=3)C=2OC2C1=CC=CC=2P(C1C=CC=CC=1)C1C=CC=CC=1.CC(C)([O-])C.[Na+], predict the reaction product. The product is: [NH2:31][C:17]1[C:12]2[N:13]([C:9]([C:7]([N:5]3[CH2:6][C@@H:1]4[CH2:23][C@H:4]3[CH2:3][O:2]4)=[O:8])=[CH:10][N:11]=2)[CH:14]=[C:15]([C:19]([F:22])([F:21])[F:20])[CH:16]=1. (8) Given the reactants [CH2:1]1O[C@@H:4]2[C@@H:6](O)[CH2:7]O[C@@H:3]2[C@@H:2]1[OH:10].[C:11](=O)([O:19][C:20]1[CH:25]=[CH:24][CH:23]=[CH:22][CH:21]=1)OC1C=CC=CC=1.[CH2:27]([CH:29]([CH2:33][CH2:34]CC)C([O-])=O)[CH3:28].[CH2:27]([CH:29]([CH2:33][CH2:34]CC)C([O-])=O)[CH3:28].[Sn+2], predict the reaction product. The product is: [C:2]1([OH:10])[CH:1]=[CH:7][CH:6]=[CH:4][CH:3]=1.[C:20]1([O:19][C:11]2[CH:34]=[CH:33][CH:29]=[CH:27][CH:28]=2)[CH:21]=[CH:22][CH:23]=[CH:24][CH:25]=1.